Dataset: TCR-epitope binding with 47,182 pairs between 192 epitopes and 23,139 TCRs. Task: Binary Classification. Given a T-cell receptor sequence (or CDR3 region) and an epitope sequence, predict whether binding occurs between them. (1) The epitope is RLRPGGKKR. The TCR CDR3 sequence is CASSLVDGDIQYF. Result: 0 (the TCR does not bind to the epitope). (2) The epitope is EEHVQIHTI. The TCR CDR3 sequence is CASSDTMAGGFSPLHF. Result: 0 (the TCR does not bind to the epitope). (3) The epitope is IQYIDIGNY. The TCR CDR3 sequence is CASSQEWTGLYNEQFF. Result: 1 (the TCR binds to the epitope). (4) The epitope is YLNTLTLAV. The TCR CDR3 sequence is CASSQRLAGGPGNEQFF. Result: 0 (the TCR does not bind to the epitope).